This data is from Forward reaction prediction with 1.9M reactions from USPTO patents (1976-2016). The task is: Predict the product of the given reaction. (1) Given the reactants Br[C:2]1[CH:3]([CH2:7][CH:8]=[O:9])[CH2:4][CH2:5][CH:6]=1.C([O-])([O-])=O.[Na+].[Na+].[C:16]1(B(O)O)[CH:21]=[CH:20][CH:19]=[CH:18][CH:17]=1.C(OCC)C, predict the reaction product. The product is: [C:16]1([C:2]2[CH:3]([CH2:7][CH:8]=[O:9])[CH2:4][CH2:5][CH:6]=2)[CH:21]=[CH:20][CH:19]=[CH:18][CH:17]=1. (2) Given the reactants [CH2:1]([O:8][C:9]([N:11]1[CH2:16][CH2:15][NH:14][CH2:13][CH2:12]1)=[O:10])[C:2]1[CH:7]=[CH:6][CH:5]=[CH:4][CH:3]=1.[C:17]([O:21][C:22]([N:24]1[CH2:29][CH2:28][C:27](=O)[CH2:26][CH2:25]1)=[O:23])([CH3:20])([CH3:19])[CH3:18].C(O[BH-](OC(=O)C)OC(=O)C)(=O)C.[Na+].O, predict the reaction product. The product is: [CH2:1]([O:8][C:9]([N:11]1[CH2:16][CH2:15][N:14]([CH:27]2[CH2:28][CH2:29][N:24]([C:22]([O:21][C:17]([CH3:20])([CH3:19])[CH3:18])=[O:23])[CH2:25][CH2:26]2)[CH2:13][CH2:12]1)=[O:10])[C:2]1[CH:7]=[CH:6][CH:5]=[CH:4][CH:3]=1. (3) Given the reactants [NH2:1][CH:2]([C:11]1[C:16]([O:17][CH3:18])=[CH:15][CH:14]=[CH:13][C:12]=1[O:19][CH3:20])[CH2:3][CH2:4][CH2:5][CH2:6][C:7]([O:9]C)=O.[CH3:21][C:22]1[S:23][C:24]2[CH:30]=[C:29]([CH:31]=O)[CH:28]=[CH:27][C:25]=2[N:26]=1, predict the reaction product. The product is: [CH3:20][O:19][C:12]1[CH:13]=[CH:14][CH:15]=[C:16]([O:17][CH3:18])[C:11]=1[CH:2]1[N:1]([CH2:31][C:29]2[CH:28]=[CH:27][C:25]3[N:26]=[C:22]([CH3:21])[S:23][C:24]=3[CH:30]=2)[C:7](=[O:9])[CH2:6][CH2:5][CH2:4][CH2:3]1. (4) Given the reactants C[O:2][C:3](=[O:33])[C:4]1[CH:9]=[C:8]([C:10]2[N:11]=[N:12][N:13]([C:15]3[N:16]([CH3:31])[N:17]=[C:18]([C:24]([F:30])([F:29])[C:25]([F:28])([F:27])[F:26])[C:19]=3[C:20]([F:23])([F:22])[F:21])[CH:14]=2)[CH:7]=[CH:6][C:5]=1[Cl:32].[OH-].[Li+].Cl, predict the reaction product. The product is: [Cl:32][C:5]1[CH:6]=[CH:7][C:8]([C:10]2[N:11]=[N:12][N:13]([C:15]3[N:16]([CH3:31])[N:17]=[C:18]([C:24]([F:30])([F:29])[C:25]([F:26])([F:27])[F:28])[C:19]=3[C:20]([F:21])([F:22])[F:23])[CH:14]=2)=[CH:9][C:4]=1[C:3]([OH:33])=[O:2]. (5) Given the reactants [Cl:1][C:2]1[CH:7]=[CH:6][C:5]([N:8]=[C:9]=[S:10])=[CH:4][CH:3]=1.[NH2:11][C:12]1[C:13]([C:18](OCC)=[O:19])=[N:14][CH:15]=[CH:16][CH:17]=1, predict the reaction product. The product is: [Cl:1][C:2]1[CH:7]=[CH:6][C:5]([N:8]2[C:18](=[O:19])[C:13]3[N:14]=[CH:15][CH:16]=[CH:17][C:12]=3[NH:11][C:9]2=[S:10])=[CH:4][CH:3]=1. (6) Given the reactants [CH:1]1[C:10]2[C:5](=[CH:6][CH:7]=[CH:8][CH:9]=2)[CH:4]=[CH:3][C:2]=1[C:11]1[N:15]([CH2:16][CH2:17][CH2:18][CH2:19][CH2:20][CH2:21][NH:22]C(=O)OC(C)(C)C)[C:14]([SH:30])=[N:13][N:12]=1.Br[CH2:32][C:33]([C:35]1[CH:40]=[CH:39][C:38]([N:41]([CH2:44][CH3:45])[CH2:42][CH3:43])=[CH:37][CH:36]=1)=[O:34].C1(S)C=CC=CC=1.CO.[ClH:55], predict the reaction product. The product is: [ClH:55].[NH2:22][CH2:21][CH2:20][CH2:19][CH2:18][CH2:17][CH2:16][N:15]1[C:11]([C:2]2[CH:3]=[CH:4][C:5]3[C:10](=[CH:9][CH:8]=[CH:7][CH:6]=3)[CH:1]=2)=[N:12][N:13]=[C:14]1[S:30][CH2:32][C:33]([C:35]1[CH:40]=[CH:39][C:38]([N:41]([CH2:42][CH3:43])[CH2:44][CH3:45])=[CH:37][CH:36]=1)=[O:34]. (7) The product is: [NH2:30][C:28]1[N:29]=[C:24]([C:3]2[CH:4]=[CH:5][C:6]3[N:7]([CH:9]=[C:10]([C:12]([NH:14][C:15]4[CH:20]=[CH:19][CH:18]=[CH:17][CH:16]=4)=[O:13])[N:11]=3)[CH:8]=2)[CH:25]=[CH:26][CH:27]=1. Given the reactants C[Sn](C)(C)[C:3]1[CH:4]=[CH:5][C:6]2[N:7]([CH:9]=[C:10]([C:12]([NH:14][C:15]3[CH:20]=[CH:19][CH:18]=[CH:17][CH:16]=3)=[O:13])[N:11]=2)[CH:8]=1.Br[C:24]1[N:29]=[C:28]([NH2:30])[CH:27]=[CH:26][CH:25]=1, predict the reaction product. (8) Given the reactants [F:1][C:2]1[CH:7]=[CH:6][C:5]([C:8]2[O:9][CH:10]=[C:11]([C:13]([CH3:17])([CH3:16])[CH2:14][NH2:15])[N:12]=2)=[CH:4][CH:3]=1.[C:18]([CH2:20][CH2:21][C:22]([CH3:27])([CH3:26])[C:23](O)=[O:24])#[N:19], predict the reaction product. The product is: [C:18]([CH2:20][CH2:21][C:22]([CH3:27])([CH3:26])[C:23]([NH:15][CH2:14][C:13]([C:11]1[N:12]=[C:8]([C:5]2[CH:4]=[CH:3][C:2]([F:1])=[CH:7][CH:6]=2)[O:9][CH:10]=1)([CH3:17])[CH3:16])=[O:24])#[N:19].